Dataset: Forward reaction prediction with 1.9M reactions from USPTO patents (1976-2016). Task: Predict the product of the given reaction. (1) Given the reactants [N+]([C:4]1[CH:9]=[CH:8][N+:7]([O-:10])=[CH:6][CH:5]=1)([O-])=O.[CH2:11]([O-:13])[CH3:12].[Na+], predict the reaction product. The product is: [CH2:11]([O:13][C:4]1[CH:9]=[CH:8][N+:7]([O-:10])=[CH:6][CH:5]=1)[CH3:12]. (2) Given the reactants C[Si]([N:5]=[N+:6]=[N-:7])(C)C.[N:8]1[CH:13]=[CH:12][C:11]([C:14]#[C:15][C:16]2[CH:33]=[CH:32][C:19]([O:20][CH2:21][C:22]3[CH:31]=[CH:30][C:29]4[C:24](=[CH:25][CH:26]=[CH:27][CH:28]=4)[N:23]=3)=[CH:18][CH:17]=2)=[CH:10][CH:9]=1, predict the reaction product. The product is: [N:8]1[CH:9]=[CH:10][C:11]([C:14]2[NH:7][N:6]=[N:5][C:15]=2[C:16]2[CH:17]=[CH:18][C:19]([O:20][CH2:21][C:22]3[CH:31]=[CH:30][C:29]4[C:24](=[CH:25][CH:26]=[CH:27][CH:28]=4)[N:23]=3)=[CH:32][CH:33]=2)=[CH:12][CH:13]=1. (3) Given the reactants [F:1][C:2]1[CH:7]=[CH:6][C:5]([N:8]2[C:12]3[CH:13]=[C:14]4[C@:19]([CH:21]([C:23]5[CH:28]=[CH:27][CH:26]=[CH:25][N:24]=5)[OH:22])([CH2:20][C:11]=3[CH:10]=[N:9]2)[CH2:18][N:17]([S:29]([C:32]2[CH:37]=[CH:36][C:35]([C:38]([F:41])([F:40])[F:39])=[CH:34][CH:33]=2)(=[O:31])=[O:30])[CH2:16][CH2:15]4)=[CH:4][CH:3]=1.CC(OI1(OC(C)=O)(OC(C)=O)OC(=O)C2C1=CC=CC=2)=O.C(=O)([O-])O.[Na+], predict the reaction product. The product is: [F:1][C:2]1[CH:3]=[CH:4][C:5]([N:8]2[C:12]3[CH:13]=[C:14]4[C@:19]([C:21]([C:23]5[CH:28]=[CH:27][CH:26]=[CH:25][N:24]=5)=[O:22])([CH2:20][C:11]=3[CH:10]=[N:9]2)[CH2:18][N:17]([S:29]([C:32]2[CH:33]=[CH:34][C:35]([C:38]([F:40])([F:39])[F:41])=[CH:36][CH:37]=2)(=[O:30])=[O:31])[CH2:16][CH2:15]4)=[CH:6][CH:7]=1. (4) Given the reactants C([O:5][C:6](=[O:39])[CH2:7][CH2:8][C@H:9]([NH:24][C:25]([C:27]1[CH:32]=[CH:31][C:30]([C:33]2[CH:38]=[CH:37][CH:36]=[CH:35][CH:34]=2)=[CH:29][CH:28]=1)=[O:26])[C:10](=[O:23])[NH:11][C:12]([CH3:22])([CH3:21])[CH2:13][C:14]1[CH:19]=[CH:18][C:17]([F:20])=[CH:16][CH:15]=1)(C)(C)C.FC(F)(F)C(O)=O, predict the reaction product. The product is: [C:30]1([C:33]2[CH:38]=[CH:37][CH:36]=[CH:35][CH:34]=2)[CH:29]=[CH:28][C:27]([C:25]([NH:24][C@H:9]([C:10](=[O:23])[NH:11][C:12]([CH3:22])([CH3:21])[CH2:13][C:14]2[CH:15]=[CH:16][C:17]([F:20])=[CH:18][CH:19]=2)[CH2:8][CH2:7][C:6]([OH:39])=[O:5])=[O:26])=[CH:32][CH:31]=1.